From a dataset of Catalyst prediction with 721,799 reactions and 888 catalyst types from USPTO. Predict which catalyst facilitates the given reaction. (1) Reactant: [C:1]([O:5][C:6](=[O:50])[N:7]([CH2:23][CH2:24][CH2:25][CH2:26][N:27]([C:43]([O:45][C:46]([CH3:49])([CH3:48])[CH3:47])=[O:44])[CH2:28][CH2:29][CH2:30][N:31]1[C:40](=[O:41])[C:39]2[C:34](=[CH:35][CH:36]=[CH:37][CH:38]=2)[NH:33][C:32]1=[O:42])[CH2:8][CH2:9][CH2:10][N:11]1[C:20](=[O:21])[C:19]2[C:14](=[CH:15][CH:16]=[CH:17][CH:18]=2)[NH:13][C:12]1=[O:22])([CH3:4])([CH3:3])[CH3:2].C(=O)([O-])[O-].[K+].[K+].Br[CH2:58][CH2:59][CH2:60][CH2:61][CH2:62][CH3:63]. Product: [C:46]([O:45][C:43](=[O:44])[N:27]([CH2:26][CH2:25][CH2:24][CH2:23][N:7]([C:6]([O:5][C:1]([CH3:4])([CH3:3])[CH3:2])=[O:50])[CH2:8][CH2:9][CH2:10][N:11]1[C:20](=[O:21])[C:19]2[C:14](=[CH:15][CH:16]=[CH:17][CH:18]=2)[N:13]([CH2:18][CH2:19][CH2:14][CH2:15][CH2:16][CH3:17])[C:12]1=[O:22])[CH2:28][CH2:29][CH2:30][N:31]1[C:40](=[O:41])[C:39]2[C:34](=[CH:35][CH:36]=[CH:37][CH:38]=2)[N:33]([CH2:58][CH2:59][CH2:60][CH2:61][CH2:62][CH3:63])[C:32]1=[O:42])([CH3:49])([CH3:48])[CH3:47]. The catalyst class is: 10. (2) Reactant: [CH:1]12[S:8][CH:5]([CH2:6][CH2:7]1)[CH2:4][C:3](=O)[CH2:2]2.O([Si](C)(C)C)S(C(F)(F)F)(=O)=O.[Br:22][C:23]1[CH:24]=[C:25]2[C:29](=[C:30]([C:32]([O:34][CH2:35][CH3:36])=[O:33])[CH:31]=1)[NH:28][CH:27]=[CH:26]2.C([SiH](CC)CC)C. Product: [Br:22][C:23]1[CH:24]=[C:25]2[C:29](=[C:30]([C:32]([O:34][CH2:35][CH3:36])=[O:33])[CH:31]=1)[NH:28][CH:27]=[C:26]2[CH:3]1[CH2:4][CH:5]2[S:8][CH:1]([CH2:7][CH2:6]2)[CH2:2]1. The catalyst class is: 4. (3) Reactant: [CH2:1]([O:8][C:9]([NH:11][C@@H:12]([C:30](N1CCOCC1)=[O:31])[CH2:13][N:14]1[C:18]([C:19]2[CH:24]=[CH:23][CH:22]=[CH:21][CH:20]=2)=[C:17]([C:25]([O:27]CC)=[O:26])[N:16]=[CH:15]1)=[O:10])[C:2]1[CH:7]=[CH:6][CH:5]=[CH:4][CH:3]=1.[OH-:38].[Li+].Cl.[Cl-].[Na+]. Product: [CH2:1]([O:8][C:9]([NH:11][C@@H:12]([C:30]([OH:38])=[O:31])[CH2:13][N:14]1[C:18]([C:19]2[CH:24]=[CH:23][CH:22]=[CH:21][CH:20]=2)=[C:17]([C:25]([OH:27])=[O:26])[N:16]=[CH:15]1)=[O:10])[C:2]1[CH:3]=[CH:4][CH:5]=[CH:6][CH:7]=1. The catalyst class is: 40. (4) Reactant: [Cl:1][C:2]1[N:7]=[C:6](Cl)[C:5]([C:9]([F:12])([F:11])[F:10])=[CH:4][N:3]=1.[CH:13]1([NH2:16])[CH2:15][CH2:14]1.C(Cl)Cl.O. Product: [Cl:1][C:2]1[N:7]=[C:6]([NH:16][CH:13]2[CH2:15][CH2:14]2)[C:5]([C:9]([F:12])([F:11])[F:10])=[CH:4][N:3]=1. The catalyst class is: 5. (5) Reactant: Cl[C:2]1[N:7]=[C:6]([C:8]2[CH:13]=[CH:12][CH:11]=[CH:10][CH:9]=2)[N:5]=[C:4]([C:14]([OH:16])=[O:15])[CH:3]=1.CC[N:19]([CH:23]([CH3:25])C)[CH:20]([CH3:22])C.[OH2:26].[CH2:27](Cl)Cl. Product: [CH3:27][O:26][C@H:25]1[CH2:22][CH2:20][N:19]([C:2]2[N:7]=[C:6]([C:8]3[CH:13]=[CH:12][CH:11]=[CH:10][CH:9]=3)[N:5]=[C:4]([C:14]([OH:16])=[O:15])[CH:3]=2)[CH2:23]1. The catalyst class is: 1. (6) Reactant: Br[C:2]1[S:6][C:5]([C:7]([N:9]([CH3:17])[C:10]2[CH:11]=[C:12]([CH3:16])[CH:13]=[CH:14][CH:15]=2)=[O:8])=[CH:4][CH:3]=1.[CH3:18][O:19][C:20]1[CH:21]=[C:22](B(O)O)[CH:23]=[CH:24][CH:25]=1. Product: [CH3:18][O:19][C:20]1[CH:25]=[C:24]([C:2]2[S:6][C:5]([C:7]([N:9]([CH3:17])[C:10]3[CH:11]=[C:12]([CH3:16])[CH:13]=[CH:14][CH:15]=3)=[O:8])=[CH:4][CH:3]=2)[CH:23]=[CH:22][CH:21]=1. The catalyst class is: 492. (7) Reactant: [Cl:1][C:2]1[CH:7]=[CH:6][CH:5]=[CH:4][C:3]=1[C:8]([CH:10]1[CH2:15][CH2:14][N:13]([C:16]2[CH2:20][CH:19]([C:21]3[N:22]=[N:23][N:24]([CH2:26][C:27]([O:29]C(C)(C)C)=[O:28])[N:25]=3)[O:18][N:17]=2)[CH2:12][CH2:11]1)=[O:9].[CH2:34]1[CH2:38]O[CH2:36][CH2:35]1.O=[N+]([O-])[O-].[O-][N+](=O)[O-].[O-][N+](=O)[O-].[O-][N+](=O)[O-].[O-][N+](=O)[O-].[O-][N+](=O)[O-].[Ce+4].[NH4+].[NH4+]. Product: [Cl:1][C:2]1[CH:7]=[CH:6][CH:5]=[CH:4][C:3]=1[C:8]([CH:10]1[CH2:11][CH2:12][N:13]([C:16]2[CH:20]=[C:19]([C:21]3[N:22]=[N:23][N:24]([CH2:26][C:27]([O:29][CH2:38][CH2:34][CH2:35][CH3:36])=[O:28])[N:25]=3)[O:18][N:17]=2)[CH2:14][CH2:15]1)=[O:9]. The catalyst class is: 6.